Task: Predict the reaction yield, written as a fraction of the theoretical maximum amount of product (1.0 means a 100% yield; for example, 0.34 means a 34% yield).. Dataset: Reaction yield outcomes from USPTO patents with 853,638 reactions (1) The reactants are [CH2:1]1[C:9]2[C:4](=[CH:5][CH:6]=[CH:7][CH:8]=2)[CH2:3][N:2]1[N:10]([CH3:46])[C:11](=[O:45])[CH2:12][N:13]([C:30]1[CH:35]=[CH:34][C:33](B2OCC(C)(C)CO2)=[CH:32][C:31]=1[CH3:44])[CH2:14][C:15]([NH:17][CH2:18][CH2:19][N:20]([C:23]([O:25][C:26]([CH3:29])([CH3:28])[CH3:27])=[O:24])[CH2:21][CH3:22])=[O:16].[CH3:47][O:48][C:49](=[O:57])[C:50]1[CH:55]=[CH:54][C:53](Br)=[N:52][CH:51]=1.P([O-])([O-])([O-])=O.[K+].[K+].[K+]. The catalyst is O1CCOCC1.C(OCC)(=O)C.C1CCC(P(C2CCCCC2)C2CCCCC2)CC1.C1CCC(P(C2CCCCC2)C2CCCCC2)CC1.[Cl-].[Cl-].[Pd+2]. The product is [CH2:1]1[C:9]2[C:4](=[CH:5][CH:6]=[CH:7][CH:8]=2)[CH2:3][N:2]1[N:10]([CH3:46])[C:11](=[O:45])[CH2:12][N:13]([C:30]1[CH:35]=[CH:34][C:33]([C:53]2[CH:54]=[CH:55][C:50]([C:49]([O:48][CH3:47])=[O:57])=[CH:51][N:52]=2)=[CH:32][C:31]=1[CH3:44])[CH2:14][C:15]([NH:17][CH2:18][CH2:19][N:20]([C:23]([O:25][C:26]([CH3:28])([CH3:27])[CH3:29])=[O:24])[CH2:21][CH3:22])=[O:16]. The yield is 0.710. (2) The product is [Cl:23][CH2:22][CH2:21][CH2:20][N:1]1[C:10]2[C:5](=[CH:6][CH:7]=[CH:8][CH:9]=2)[CH:4]=[CH:3][C:2]1=[O:11]. The reactants are [NH:1]1[C:10]2[C:5](=[CH:6][CH:7]=[CH:8][CH:9]=2)[CH:4]=[CH:3][C:2]1=[O:11].CN(C=O)C.[H-].[Na+].Br[CH2:20][CH2:21][CH2:22][Cl:23]. The yield is 0.410. The catalyst is CCOC(C)=O. (3) The reactants are Cl.[NH2:2][CH2:3][C:4]1[CH:5]=[C:6]2[C:11](=[CH:12][CH:13]=1)[N:10]=[C:9]([CH3:14])[N:8]([CH:15]1[CH2:20][CH2:19][C:18](=[O:21])[NH:17][C:16]1=[O:22])[C:7]2=[O:23].[CH:24]1([C:27](Cl)=[O:28])[CH2:26][CH2:25]1.C(N(CC)C(C)C)(C)C. The catalyst is C(#N)C. The product is [O:22]=[C:16]1[CH:15]([N:8]2[C:7](=[O:23])[C:6]3[C:11](=[CH:12][CH:13]=[C:4]([CH2:3][NH:2][C:27]([CH:24]4[CH2:26][CH2:25]4)=[O:28])[CH:5]=3)[N:10]=[C:9]2[CH3:14])[CH2:20][CH2:19][C:18](=[O:21])[NH:17]1. The yield is 0.420. (4) The reactants are [C:1]([O:5][C:6]([N:8]1[CH2:12][CH2:11][CH:10]([CH2:13][NH2:14])[CH2:9]1)=[O:7])([CH3:4])([CH3:3])[CH3:2].[C:15]([O:19][C:20]([N:22]1[CH2:27][CH2:26][CH:25]([C:28](O)=[O:29])[CH2:24][CH2:23]1)=[O:21])([CH3:18])([CH3:17])[CH3:16].Cl.CN(C)CCCN=C=NCC. The catalyst is ClCCl.CN(C)C1C=CN=CC=1. The product is [C:15]([O:19][C:20]([N:22]1[CH2:27][CH2:26][CH:25]([C:28](=[O:29])[NH:14][CH2:13][CH:10]2[CH2:11][CH2:12][N:8]([C:6]([O:5][C:1]([CH3:4])([CH3:3])[CH3:2])=[O:7])[CH2:9]2)[CH2:24][CH2:23]1)=[O:21])([CH3:18])([CH3:17])[CH3:16]. The yield is 1.00. (5) The reactants are [OH-].[Na+].O.NN.[Br:6][C:7]1[CH:8]=[CH:9][C:10]([Cl:16])=[C:11]([C:13](=O)[CH3:14])[CH:12]=1. The catalyst is C(O)COCCOCCO. The product is [Br:6][C:7]1[CH:8]=[CH:9][C:10]([Cl:16])=[C:11]([CH2:13][CH3:14])[CH:12]=1. The yield is 0.620. (6) The yield is 0.404. The reactants are FC(F)(F)S(O[C:7]1[C:8]2[CH2:28][N:27]([C:29](=[O:31])[CH3:30])[CH2:26][CH2:25][C:9]=2[N:10]=[C:11]([NH:13][C:14]2[CH:19]=[CH:18][C:17]([C:20]3[O:24][CH:23]=[N:22][CH:21]=3)=[CH:16][CH:15]=2)[N:12]=1)(=O)=O.[O:34]1[CH2:38][CH2:37][CH2:36][C@H:35]1[CH2:39][NH2:40]. The catalyst is CS(C)=O. The product is [O:24]1[C:20]([C:17]2[CH:18]=[CH:19][C:14]([NH:13][C:11]3[N:12]=[C:7]([NH:40][CH2:39][C@@H:35]4[CH2:36][CH2:37][CH2:38][O:34]4)[C:8]4[CH2:28][N:27]([C:29](=[O:31])[CH3:30])[CH2:26][CH2:25][C:9]=4[N:10]=3)=[CH:15][CH:16]=2)=[CH:21][N:22]=[CH:23]1. (7) The reactants are [CH:1]1([NH:6][C:7]2[N:12]=[C:11]([C:13]3[C:14]([C:24]4[CH:29]=[CH:28][C:27]([F:30])=[CH:26][CH:25]=4)=[N:15][N:16]4[CH:21]=[C:20]([CH2:22]O)[CH:19]=[CH:18][C:17]=34)[CH:10]=[CH:9][N:8]=2)[CH2:5][CH2:4][CH2:3][CH2:2]1.P(Br)(Br)[Br:32]. The catalyst is C(Cl)(Cl)Cl. The product is [Br:32][CH2:22][C:20]1[CH:19]=[CH:18][C:17]2[N:16]([N:15]=[C:14]([C:24]3[CH:25]=[CH:26][C:27]([F:30])=[CH:28][CH:29]=3)[C:13]=2[C:11]2[CH:10]=[CH:9][N:8]=[C:7]([NH:6][CH:1]3[CH2:5][CH2:4][CH2:3][CH2:2]3)[N:12]=2)[CH:21]=1. The yield is 0.430.